From a dataset of Catalyst prediction with 721,799 reactions and 888 catalyst types from USPTO. Predict which catalyst facilitates the given reaction. (1) Reactant: [CH3:1][C@@H:2]([NH:13][CH2:14][CH2:15][CH2:16][C:17]1[CH:18]=[CH:19][CH:20]=[C:21]([C:23]([F:26])([F:25])[F:24])[CH:22]=1)[C:3]1[CH:4]=[CH:5][CH:6]=[C:7]2[CH:12]=[CH:11][CH:10]=[CH:9][C:8]=12.Cl.O.C(=O)([O-])[O-].[Na+].[Na+]. Product: [CH3:1][C@@H:2]([NH:13][CH2:14][CH2:15][CH2:16][C:17]1[CH:18]=[CH:19][CH:20]=[C:21]([C:23]([F:24])([F:25])[F:26])[CH:22]=1)[C:3]1[CH:4]=[CH:5][CH:6]=[C:7]2[CH:12]=[CH:11][CH:10]=[CH:9][C:8]=12. The catalyst class is: 13. (2) Reactant: Br[C:2]1[C:11]2[C:6](=[CH:7][CH:8]=[C:9]([CH3:12])[CH:10]=2)[CH:5]=[CH:4][C:3]=1[CH3:13].C([Li])CCC.CN(C)[CH:21]=[O:22]. Product: [CH3:13][C:3]1[CH:4]=[CH:5][C:6]2[C:11](=[CH:10][C:9]([CH3:12])=[CH:8][CH:7]=2)[C:2]=1[CH:21]=[O:22]. The catalyst class is: 7. (3) Reactant: [CH:1]1([NH:7][C:8]([C:10]2[C:14]([CH2:15][N:16]([CH3:18])[CH3:17])=[C:13]([C:19]3[CH:24]=[CH:23][C:22]([O:25]C)=[CH:21][CH:20]=3)[N:12]([C:27]3[CH:32]=[CH:31][C:30]([Cl:33])=[CH:29][C:28]=3[Cl:34])[N:11]=2)=[O:9])[CH2:6][CH2:5][CH2:4][CH2:3][CH2:2]1.B(Br)(Br)Br.O. Product: [CH:1]1([NH:7][C:8]([C:10]2[C:14]([CH2:15][N:16]([CH3:18])[CH3:17])=[C:13]([C:19]3[CH:24]=[CH:23][C:22]([OH:25])=[CH:21][CH:20]=3)[N:12]([C:27]3[CH:32]=[CH:31][C:30]([Cl:33])=[CH:29][C:28]=3[Cl:34])[N:11]=2)=[O:9])[CH2:2][CH2:3][CH2:4][CH2:5][CH2:6]1. The catalyst class is: 4.